Dataset: Full USPTO retrosynthesis dataset with 1.9M reactions from patents (1976-2016). Task: Predict the reactants needed to synthesize the given product. (1) Given the product [F:12][C:7]1[CH:8]=[C:9]2[C:4](=[CH:5][CH:6]=1)[CH:3]=[C:2]([C:40]1[C:48]3[C:43](=[CH:44][CH:45]=[C:46]([C:49]#[N:50])[CH:47]=3)[N:42]([CH:51]3[CH2:56][CH2:55][CH2:54][CH2:53][O:52]3)[N:41]=1)[CH:11]=[CH:10]2, predict the reactants needed to synthesize it. The reactants are: Br[C:2]1[CH:11]=[CH:10][C:9]2[C:4](=[CH:5][CH:6]=[C:7]([F:12])[CH:8]=2)[CH:3]=1.B1(B2OC(C)(C)C(C)(C)O2)OC(C)(C)C(C)(C)O1.ClCCl.C([O-])(=O)C.[K+].Br[C:40]1[C:48]2[C:43](=[CH:44][CH:45]=[C:46]([C:49]#[N:50])[CH:47]=2)[N:42]([CH:51]2[CH2:56][CH2:55][CH2:54][CH2:53][O:52]2)[N:41]=1.P([O-])([O-])([O-])=O.[K+].[K+].[K+]. (2) Given the product [N:1]1[CH:6]=[CH:5][CH:4]=[CH:3][C:2]=1[CH2:7][CH2:8][O:9][C:10]1[N:15]=[C:14]([CH:16]=[O:17])[CH:13]=[C:12]([N:20]2[CH2:21][CH2:22][O:23][CH2:24][CH2:25]2)[N:11]=1, predict the reactants needed to synthesize it. The reactants are: [N:1]1[CH:6]=[CH:5][CH:4]=[CH:3][C:2]=1[CH2:7][CH2:8][O:9][C:10]1[N:15]=[C:14]([C:16](OC)=[O:17])[CH:13]=[C:12]([N:20]2[CH2:25][CH2:24][O:23][CH2:22][CH2:21]2)[N:11]=1.[BH4-].[Na+].C(O)C.